This data is from Forward reaction prediction with 1.9M reactions from USPTO patents (1976-2016). The task is: Predict the product of the given reaction. The product is: [Br:3][C:4]1[CH:9]=[CH:8][CH:7]=[CH:6][C:5]=1[S:10][CH:22]1[CH2:25][CH2:24][CH2:23]1. Given the reactants [H-].[Na+].[Br:3][C:4]1[CH:9]=[CH:8][CH:7]=[CH:6][C:5]=1[SH:10].CC1C=CC(S(O[CH:22]2[CH2:25][CH2:24][CH2:23]2)(=O)=O)=CC=1.O, predict the reaction product.